From a dataset of Catalyst prediction with 721,799 reactions and 888 catalyst types from USPTO. Predict which catalyst facilitates the given reaction. (1) Reactant: [H-].[Na+].Cl[C:4]1C=C(C(C2C=C(C)C3NC(=O)OC=3C=2)=O)C(C)=CN=1.[Cl:24][C:25]1[C:30]([CH3:31])=[C:29]([C:32]([C:34]2[CH:43]=[C:42]([CH3:44])[C:37]3[NH:38][C:39](=[O:41])[O:40][C:36]=3[CH:35]=2)=[O:33])[CH:28]=[CH:27][N:26]=1.IC. Product: [Cl:24][C:25]1[C:30]([CH3:31])=[C:29]([C:32]([C:34]2[CH:43]=[C:42]([CH3:44])[C:37]3[N:38]([CH3:4])[C:39](=[O:41])[O:40][C:36]=3[CH:35]=2)=[O:33])[CH:28]=[CH:27][N:26]=1. The catalyst class is: 3. (2) Reactant: [NH2:1][C:2]([C:4]1[C:5]([NH:13][C@@H:14]2[CH2:19][CH2:18][CH2:17][N:16](C(OC(C)(C)C)=O)[CH2:15]2)=[C:6]2[CH:12]=[CH:11][NH:10][C:7]2=[N:8][CH:9]=1)=[O:3].[ClH:27]. Product: [ClH:27].[NH:16]1[CH2:17][CH2:18][CH2:19][C@@H:14]([NH:13][C:5]2[C:4]([C:2]([NH2:1])=[O:3])=[CH:9][N:8]=[C:7]3[NH:10][CH:11]=[CH:12][C:6]=23)[CH2:15]1. The catalyst class is: 12. (3) Reactant: [CH2:1]([O:8][C:9]1[CH:17]=[CH:16][C:12]([C:13]([OH:15])=O)=[CH:11][CH:10]=1)[C:2]1[CH:7]=[CH:6][CH:5]=[CH:4][CH:3]=1.C(Cl)(=O)C(Cl)=O.[NH2:24][C:25]1[CH:26]=[C:27]([CH:34]=[CH:35][C:36]=1[CH3:37])[C:28]([NH:30][CH:31]1[CH2:33][CH2:32]1)=[O:29].N1C=CC=CC=1. Product: [CH2:1]([O:8][C:9]1[CH:10]=[CH:11][C:12]([C:13]([NH:24][C:25]2[CH:26]=[C:27]([CH:34]=[CH:35][C:36]=2[CH3:37])[C:28]([NH:30][CH:31]2[CH2:32][CH2:33]2)=[O:29])=[O:15])=[CH:16][CH:17]=1)[C:2]1[CH:3]=[CH:4][CH:5]=[CH:6][CH:7]=1. The catalyst class is: 59. (4) Reactant: [NH2:1][C:2]1[C:7]([C:8]#[C:9][C:10]2[CH:19]=[CH:18][C:13]([C:14]([O:16][CH3:17])=[O:15])=[CH:12][N:11]=2)=[C:6](Cl)[N:5]=[CH:4][N:3]=1.[NH2:21][C@H:22]([C:24]1[N:33]([C:34]2[CH:39]=[CH:38][CH:37]=[CH:36][CH:35]=2)[C:32](=[O:40])[C:31]2[C:26](=[CH:27][CH:28]=[CH:29][C:30]=2[Cl:41])[N:25]=1)[CH3:23].[F-].[K+].CCN(C(C)C)C(C)C. Product: [NH2:1][C:2]1[C:7]([C:8]#[C:9][C:10]2[CH:19]=[CH:18][C:13]([C:14]([O:16][CH3:17])=[O:15])=[CH:12][N:11]=2)=[C:6]([NH:21][C@H:22]([C:24]2[N:33]([C:34]3[CH:35]=[CH:36][CH:37]=[CH:38][CH:39]=3)[C:32](=[O:40])[C:31]3[C:26](=[CH:27][CH:28]=[CH:29][C:30]=3[Cl:41])[N:25]=2)[CH3:23])[N:5]=[CH:4][N:3]=1. The catalyst class is: 179.